From a dataset of Forward reaction prediction with 1.9M reactions from USPTO patents (1976-2016). Predict the product of the given reaction. Given the reactants [C:1]([O:5][C:6]([NH:8][CH2:9][CH2:10][CH2:11][N:12]([CH3:58])[CH2:13][CH2:14][CH2:15][NH:16][C:17]1[C:29]2[C:28]3[C:23](=[CH:24][C:25]([C:30]([O:32][CH3:33])=[O:31])=[CH:26][CH:27]=3)[NH:22][C:21]=2[N:20]=[C:19]([CH2:34][C:35]2[CH:40]=[CH:39][CH:38]=[C:37]([C:41](=[N:46]OS(C3C=CC(C)=CC=3)(=O)=O)[C:42]([F:45])([F:44])[F:43])[CH:36]=2)[N:18]=1)=[O:7])([CH3:4])([CH3:3])[CH3:2].[NH3:59], predict the reaction product. The product is: [C:1]([O:5][C:6]([NH:8][CH2:9][CH2:10][CH2:11][N:12]([CH3:58])[CH2:13][CH2:14][CH2:15][NH:16][C:17]1[C:29]2[C:28]3[C:23](=[CH:24][C:25]([C:30]([O:32][CH3:33])=[O:31])=[CH:26][CH:27]=3)[NH:22][C:21]=2[N:20]=[C:19]([CH2:34][C:35]2[CH:40]=[CH:39][CH:38]=[C:37]([C:41]3([C:42]([F:43])([F:44])[F:45])[NH:59][NH:46]3)[CH:36]=2)[N:18]=1)=[O:7])([CH3:4])([CH3:2])[CH3:3].